Dataset: Catalyst prediction with 721,799 reactions and 888 catalyst types from USPTO. Task: Predict which catalyst facilitates the given reaction. (1) The catalyst class is: 86. Product: [Cl:1][C:2]1[C:7]([C:8]([OH:23])=[O:9])=[CH:6][N:5]=[C:4]2[N:10]([CH2:13][O:14][CH2:15][CH2:16][Si:17]([CH3:20])([CH3:19])[CH3:18])[CH:11]=[CH:12][C:3]=12. Reactant: [Cl:1][C:2]1[C:7]([CH:8]=[O:9])=[CH:6][N:5]=[C:4]2[N:10]([CH2:13][O:14][CH2:15][CH2:16][Si:17]([CH3:20])([CH3:19])[CH3:18])[CH:11]=[CH:12][C:3]=12.S(=O)(=O)([OH:23])N.CC(=CC)C.Cl([O-])=O.[Na+].[OH-].[Na+]. (2) Reactant: Br[C:2]1[CH:3]=[CH:4][C:5]([N:9]2[CH:13]=[CH:12][CH:11]=[N:10]2)=[C:6]([CH:8]=1)[NH2:7].[CH3:14][C:15]1([CH3:29])[CH2:20][O:19][B:18]([B:18]2[O:19][CH2:20][C:15]([CH3:29])([CH3:14])[CH2:16][O:17]2)[O:17][CH2:16]1.C([O-])(=O)C.[K+]. Product: [CH3:14][C:15]1([CH3:29])[CH2:20][O:19][B:18]([C:2]2[CH:3]=[CH:4][C:5]([N:9]3[CH:13]=[CH:12][CH:11]=[N:10]3)=[C:6]([CH:8]=2)[NH2:7])[O:17][CH2:16]1. The catalyst class is: 16. (3) Reactant: [NH2:1][C:2]1[CH:3]=[CH:4][C:5]([C:12]2[CH:17]=[CH:16][C:15]([OH:18])=[CH:14][CH:13]=2)=[C:6]2[C:10]=1[C:9](=[O:11])[NH:8][CH2:7]2.[Si:19](Cl)([C:22]([CH3:25])([CH3:24])[CH3:23])([CH3:21])[CH3:20].C1CCN2C(=NCCC2)CC1. Product: [NH2:1][C:2]1[CH:3]=[CH:4][C:5]([C:12]2[CH:17]=[CH:16][C:15]([O:18][Si:19]([C:22]([CH3:25])([CH3:24])[CH3:23])([CH3:21])[CH3:20])=[CH:14][CH:13]=2)=[C:6]2[C:10]=1[C:9](=[O:11])[NH:8][CH2:7]2. The catalyst class is: 10. (4) Reactant: [CH3:1][O:2][C:3]([C:5]1[CH:13]=[C:12]2[C:8]([C:9]([CH:24]3[CH2:29][CH2:28][CH2:27][CH2:26][CH2:25]3)=[C:10](Br)[N:11]2[CH2:14][C:15]([N:17]2[CH2:22][CH2:21][O:20][CH2:19][CH2:18]2)=[O:16])=[CH:7][CH:6]=1)=[O:4].[OH:30][C:31]1[CH:36]=[CH:35][C:34](B(O)O)=[CH:33][CH:32]=1.C([O-])(O)=O.[Na+]. Product: [CH3:1][O:2][C:3]([C:5]1[CH:13]=[C:12]2[C:8]([C:9]([CH:24]3[CH2:29][CH2:28][CH2:27][CH2:26][CH2:25]3)=[C:10]([C:34]3[CH:35]=[CH:36][C:31]([OH:30])=[CH:32][CH:33]=3)[N:11]2[CH2:14][C:15]([N:17]2[CH2:22][CH2:21][O:20][CH2:19][CH2:18]2)=[O:16])=[CH:7][CH:6]=1)=[O:4]. The catalyst class is: 73. (5) Reactant: [C:1]([O:5][C:6]([NH:8][CH:9]([CH:13]([CH3:15])[CH3:14])[C:10]([OH:12])=O)=[O:7])([CH3:4])([CH3:3])[CH3:2].[CH:16]1([NH2:19])[CH2:18][CH2:17]1.C1CN([P+](ON2N=NC3C=CC=NC2=3)(N2CCCC2)N2CCCC2)CC1.F[P-](F)(F)(F)(F)F.CCN(C(C)C)C(C)C. Product: [CH:16]1([NH:19][C:10](=[O:12])[CH:9]([NH:8][C:6](=[O:7])[O:5][C:1]([CH3:2])([CH3:3])[CH3:4])[CH:13]([CH3:15])[CH3:14])[CH2:18][CH2:17]1. The catalyst class is: 1. (6) Reactant: [CH2:1]([O:8][C:9]([N:11]1[CH2:20][CH2:19][C:18]2[C:13](=[CH:14][CH:15]=[CH:16][CH:17]=2)[CH:12]1[C:21](O)=[O:22])=[O:10])[C:2]1[CH:7]=[CH:6][CH:5]=[CH:4][CH:3]=1.CCN=C=NCCCN(C)C.Cl.C1C=NC2N(O)N=NC=2C=1.C(N(CC)CC)C.[NH2:53][C:54]1[C:62]([NH2:63])=[CH:61][CH:60]=[CH:59][C:55]=1[C:56]([NH2:58])=[O:57]. Product: [NH2:53][C:54]1[C:55]([C:56](=[O:57])[NH2:58])=[CH:59][CH:60]=[CH:61][C:62]=1[NH:63][C:21]([CH:12]1[C:13]2[C:18](=[CH:17][CH:16]=[CH:15][CH:14]=2)[CH2:19][CH2:20][N:11]1[C:9]([O:8][CH2:1][C:2]1[CH:7]=[CH:6][CH:5]=[CH:4][CH:3]=1)=[O:10])=[O:22]. The catalyst class is: 3. (7) Product: [OH:17][C:5]1[CH:6]=[CH:7][C:8]([CH2:10][CH:11]2[CH2:16][CH2:15][N:14]([C:25]([O:27][C:28]([CH3:31])([CH3:30])[CH3:29])=[O:26])[CH2:13][CH2:12]2)=[CH:9][C:4]=1[N+:1]([O-:3])=[O:2]. Reactant: [N+:1]([C:4]1[CH:9]=[C:8]([CH2:10][CH:11]2[CH2:16][CH2:15][NH:14][CH2:13][CH2:12]2)[CH:7]=[CH:6][C:5]=1[OH:17])([O-:3])=[O:2].C(N(CC)CC)C.[C:25](O[C:25]([O:27][C:28]([CH3:31])([CH3:30])[CH3:29])=[O:26])([O:27][C:28]([CH3:31])([CH3:30])[CH3:29])=[O:26]. The catalyst class is: 132.